Dataset: NCI-60 drug combinations with 297,098 pairs across 59 cell lines. Task: Regression. Given two drug SMILES strings and cell line genomic features, predict the synergy score measuring deviation from expected non-interaction effect. (1) Drug 1: CN(C)N=NC1=C(NC=N1)C(=O)N. Drug 2: CCC1=C2CN3C(=CC4=C(C3=O)COC(=O)C4(CC)O)C2=NC5=C1C=C(C=C5)O. Cell line: HS 578T. Synergy scores: CSS=14.6, Synergy_ZIP=-4.06, Synergy_Bliss=0.347, Synergy_Loewe=-3.42, Synergy_HSA=-0.441. (2) Drug 1: CCC1(CC2CC(C3=C(CCN(C2)C1)C4=CC=CC=C4N3)(C5=C(C=C6C(=C5)C78CCN9C7C(C=CC9)(C(C(C8N6C=O)(C(=O)OC)O)OC(=O)C)CC)OC)C(=O)OC)O.OS(=O)(=O)O. Drug 2: C1=NC2=C(N=C(N=C2N1C3C(C(C(O3)CO)O)O)F)N. Cell line: PC-3. Synergy scores: CSS=12.0, Synergy_ZIP=-8.78, Synergy_Bliss=-3.33, Synergy_Loewe=-7.89, Synergy_HSA=-2.70.